From a dataset of Reaction yield outcomes from USPTO patents with 853,638 reactions. Predict the reaction yield, written as a fraction of the theoretical maximum amount of product (1.0 means a 100% yield; for example, 0.34 means a 34% yield). The reactants are [CH3:1][O:2][C:3]1[CH:8]=[CH:7][C:6]([CH2:9][Cl:10])=[CH:5][C:4]=1[CH3:11].[C:12]1([P:18]([C:25]2[CH:30]=[CH:29][CH:28]=[CH:27][CH:26]=2)[C:19]2[CH:24]=[CH:23][CH:22]=[CH:21][CH:20]=2)[CH:17]=[CH:16][CH:15]=[CH:14][CH:13]=1. The catalyst is C1(C)C=CC=CC=1. The product is [Cl-:10].[CH3:1][O:2][C:3]1[CH:8]=[CH:7][C:6]([CH2:9][P+:18]([C:19]2[CH:20]=[CH:21][CH:22]=[CH:23][CH:24]=2)([C:25]2[CH:30]=[CH:29][CH:28]=[CH:27][CH:26]=2)[C:12]2[CH:13]=[CH:14][CH:15]=[CH:16][CH:17]=2)=[CH:5][C:4]=1[CH3:11]. The yield is 0.710.